This data is from Retrosynthesis with 50K atom-mapped reactions and 10 reaction types from USPTO. The task is: Predict the reactants needed to synthesize the given product. (1) Given the product Cn1cnc(Nc2nc(Cl)nc(NC(c3ccc(F)cc3)C3CCCC3)n2)c1, predict the reactants needed to synthesize it. The reactants are: Cn1cnc(Nc2nc(Cl)nc(Cl)n2)c1.NC(c1ccc(F)cc1)C1CCCC1. (2) Given the product CN(C)c1ncc(C(=O)O)c(O[C@H]2CC[C@H](NC(=O)OC(C)(C)C)CC2)n1, predict the reactants needed to synthesize it. The reactants are: CCOC(=O)c1cnc(N(C)C)nc1O[C@H]1CC[C@H](NC(=O)OC(C)(C)C)CC1. (3) Given the product O=C(NCc1ccco1)c1ccc2[nH]c(COc3ccc(C45CC6CC(CC(C6)C4)C5)cc3)nc2c1, predict the reactants needed to synthesize it. The reactants are: NCc1ccco1.O=C(O)c1ccc2[nH]c(COc3ccc(C45CC6CC(CC(C6)C4)C5)cc3)nc2c1. (4) Given the product CSc1ccc(CN(C(=O)Nc2c(C(C)C)cccc2C(C)C)c2ccc(C(C)C)cc2)cc1, predict the reactants needed to synthesize it. The reactants are: CC(C)c1cccc(C(C)C)c1N=C=O.CSc1ccc(CNc2ccc(C(C)C)cc2)cc1. (5) Given the product CCC[C@H]1O[C@@H]1C(=O)OC, predict the reactants needed to synthesize it. The reactants are: CCC[C@@H](O)[C@@H](Cl)C(=O)OC. (6) Given the product O=C(O)C(O)c1ccc(-c2ncc(Cl)c(Nc3cc(C4CC4)[nH]n3)n2)s1, predict the reactants needed to synthesize it. The reactants are: CC(C)(C)[Si](C)(C)OC(C(=O)O)c1ccc(-c2ncc(Cl)c(Nc3cc(C4CC4)[nH]n3)n2)s1. (7) The reactants are: Cc1cc2c(cc1C(F)(F)F)N(C(=O)OC(C)(C)C)CCC[C@@H]2N.O=Cc1cc(F)cc(C(F)(F)F)c1. Given the product Cc1cc2c(cc1C(F)(F)F)N(C(=O)OC(C)(C)C)CCC[C@@H]2NCc1cc(F)cc(C(F)(F)F)c1, predict the reactants needed to synthesize it.